Predict the reactants needed to synthesize the given product. From a dataset of Full USPTO retrosynthesis dataset with 1.9M reactions from patents (1976-2016). (1) Given the product [CH:28]1([NH:33][C:25]([C:3]2[N:2]([CH3:1])[CH:6]=[C:5]([NH:7][C:8]([C:10]3[CH:11]=[CH:12][C:13]4[CH:14]=[C:15]5[C:21](=[O:22])[NH:20][CH2:19][CH2:18][CH2:17][N:16]5[C:23]=4[N:24]=3)=[O:9])[N:4]=2)=[O:26])[CH2:32][CH2:31][CH2:30][CH2:29]1, predict the reactants needed to synthesize it. The reactants are: [CH3:1][N:2]1[CH:6]=[C:5]([NH:7][C:8]([C:10]2[CH:11]=[CH:12][C:13]3[CH:14]=[C:15]4[C:21](=[O:22])[NH:20][CH2:19][CH2:18][CH2:17][N:16]4[C:23]=3[N:24]=2)=[O:9])[N:4]=[C:3]1[C:25](O)=[O:26].[CH:28]1([NH2:33])[CH2:32][CH2:31][CH2:30][CH2:29]1.C1C=CC2N(O)N=NC=2C=1.C(N(CC)C(C)C)(C)C.Cl.C(N=C=NCCCN(C)C)C. (2) Given the product [F:41][C:38]([F:39])([F:40])[O:37][C:33]1[CH:32]=[C:31]([S:28]([C:24]2[CH:25]=[N:26][C:27]3[C:22]([CH:23]=2)=[CH:21][CH:20]=[CH:19][C:18]=3[N:2]2[CH2:1][CH:9]3[CH:4]([CH2:5][N:6]([C:10]([O:12][C:13]([CH3:16])([CH3:15])[CH3:14])=[O:11])[CH2:7][CH2:8]3)[CH2:3]2)(=[O:29])=[O:30])[CH:36]=[CH:35][CH:34]=1, predict the reactants needed to synthesize it. The reactants are: [CH2:1]1[CH:9]2[CH:4]([CH2:5][N:6]([C:10]([O:12][C:13]([CH3:16])([CH3:15])[CH3:14])=[O:11])[CH2:7][CH2:8]2)[CH2:3][NH:2]1.I[C:18]1[CH:19]=[CH:20][CH:21]=[C:22]2[C:27]=1[N:26]=[CH:25][C:24]([S:28]([C:31]1[CH:36]=[CH:35][CH:34]=[C:33]([O:37][C:38]([F:41])([F:40])[F:39])[CH:32]=1)(=[O:30])=[O:29])=[CH:23]2. (3) Given the product [C:14]([C:3]1[C:2]([F:1])=[CH:7][CH:6]=[CH:5][C:4]=1[N:8]1[CH2:13][CH2:12][N:11]([CH2:32][CH2:31][CH2:30][CH2:29][O:28][C:24]2[N:25]=[C:26]3[C:21]([CH2:20][CH2:19][C:18](=[O:17])[NH:27]3)=[CH:22][CH:23]=2)[CH2:10][CH2:9]1)(=[O:16])[CH3:15], predict the reactants needed to synthesize it. The reactants are: [F:1][C:2]1[CH:7]=[CH:6][CH:5]=[C:4]([N:8]2[CH2:13][CH2:12][NH:11][CH2:10][CH2:9]2)[C:3]=1[C:14](=[O:16])[CH3:15].[O:17]=[C:18]1[NH:27][C:26]2[N:25]=[C:24]([O:28][CH2:29][CH2:30][CH2:31][CH:32]=O)[CH:23]=[CH:22][C:21]=2[CH2:20][CH2:19]1. (4) Given the product [CH2:1]([C:5]1[N:6]=[C:7]([CH3:27])[N:8]([CH2:36][C:37]2[CH:42]=[CH:41][C:40]([CH3:43])=[CH:39][CH:38]=2)[C:9](=[O:26])[C:10]=1[CH2:11][C:12]1[CH:17]=[CH:16][C:15]([C:18]2[C:19]([C:24]#[N:25])=[CH:20][CH:21]=[CH:22][CH:23]=2)=[CH:14][CH:13]=1)[CH2:2][CH2:3][CH3:4], predict the reactants needed to synthesize it. The reactants are: [CH2:1]([C:5]1[N:6]=[C:7]([CH3:27])[NH:8][C:9](=[O:26])[C:10]=1[CH2:11][C:12]1[CH:17]=[CH:16][C:15]([C:18]2[C:19]([C:24]#[N:25])=[CH:20][CH:21]=[CH:22][CH:23]=2)=[CH:14][CH:13]=1)[CH2:2][CH2:3][CH3:4].[H-].[Na+].CN(C)C=O.Br[CH2:36][C:37]1[CH:42]=[CH:41][C:40]([CH3:43])=[CH:39][CH:38]=1. (5) Given the product [CH2:1]([O:5][CH2:6][CH2:7][O:8][C:9]1[CH:14]=[CH:13][C:12]([C:15]2[CH:16]=[CH:17][C:18]3[N:25]([CH:26]=[O:27])[CH2:24][CH2:23][CH2:22][C:21]([C:28]([OH:30])=[O:29])=[CH:20][C:19]=3[CH:32]=2)=[CH:11][CH:10]=1)[CH2:2][CH2:3][CH3:4], predict the reactants needed to synthesize it. The reactants are: [CH2:1]([O:5][CH2:6][CH2:7][O:8][C:9]1[CH:14]=[CH:13][C:12]([C:15]2[CH:16]=[CH:17][C:18]3[N:25]([CH:26]=[O:27])[CH2:24][CH2:23][CH2:22][C:21]([C:28]([O:30]C)=[O:29])=[CH:20][C:19]=3[CH:32]=2)=[CH:11][CH:10]=1)[CH2:2][CH2:3][CH3:4].O1CCCC1.[OH-].[Na+].Cl. (6) Given the product [CH3:12][C@@H:13]1[CH2:18][N:17]([CH2:8][C:7]2[CH:10]=[CH:11][C:4]([N+:1]([O-:3])=[O:2])=[CH:5][CH:6]=2)[CH2:16][CH2:15][N:14]1[C:19]([O:21][C:22]([CH3:23])([CH3:25])[CH3:24])=[O:20], predict the reactants needed to synthesize it. The reactants are: [N+:1]([C:4]1[CH:11]=[CH:10][C:7]([CH:8]=O)=[CH:6][CH:5]=1)([O-:3])=[O:2].[CH3:12][C@@H:13]1[CH2:18][NH:17][CH2:16][CH2:15][N:14]1[C:19]([O:21][C:22]([CH3:25])([CH3:24])[CH3:23])=[O:20]. (7) Given the product [C:22]([NH:18][C:12]1[N:11]=[C:10]([NH:19][C:30](=[O:31])[CH3:29])[C:9]2[C:14](=[CH:15][CH:16]=[CH:17][C:8]=2[O:7][CH2:6][C:5]2[CH:4]=[CH:3][C:2]([Cl:1])=[CH:21][CH:20]=2)[N:13]=1)(=[O:24])[CH3:23], predict the reactants needed to synthesize it. The reactants are: [Cl:1][C:2]1[CH:21]=[CH:20][C:5]([CH2:6][O:7][C:8]2[CH:17]=[CH:16][CH:15]=[C:14]3[C:9]=2[C:10]([NH2:19])=[N:11][C:12]([NH2:18])=[N:13]3)=[CH:4][CH:3]=1.[C:22](OC(=O)C)(=[O:24])[CH3:23].[CH3:29][C:30](O)=[O:31]. (8) Given the product [F:1][C:2]1[CH:11]=[C:10]2[C:5]([C:6]([O:21][CH3:20])=[CH:7][NH:8][C:9]2=[O:12])=[CH:4][C:3]=1[O:13][CH3:14], predict the reactants needed to synthesize it. The reactants are: [F:1][C:2]1[CH:11]=[C:10]2[C:5]([CH:6]=[CH:7][NH:8][C:9]2=[O:12])=[CH:4][C:3]=1[O:13][CH3:14].CS(O)(=O)=O.[CH3:20][OH:21]. (9) Given the product [C:16]([N:19]1[C:28]2[C:23](=[CH:24][C:25]([C:29]3[CH:34]=[CH:33][C:32]([CH2:35][N:36]4[CH2:41][CH2:40][CH2:39][CH2:38][CH2:37]4)=[CH:31][CH:30]=3)=[CH:26][CH:27]=2)[C@H:22]([NH:42][C:9](=[O:10])[O:11][C:12]([CH3:13])([CH3:14])[CH3:15])[CH2:21][C@@H:20]1[CH3:43])(=[O:18])[CH3:17], predict the reactants needed to synthesize it. The reactants are: [C:9](O[C:9]([O:11][C:12]([CH3:15])([CH3:14])[CH3:13])=[O:10])([O:11][C:12]([CH3:15])([CH3:14])[CH3:13])=[O:10].[C:16]([N:19]1[C:28]2[C:23](=[CH:24][C:25]([C:29]3[CH:34]=[CH:33][C:32]([CH2:35][N:36]4[CH2:41][CH2:40][CH2:39][CH2:38][CH2:37]4)=[CH:31][CH:30]=3)=[CH:26][CH:27]=2)[C@H:22]([NH2:42])[CH2:21][C@@H:20]1[CH3:43])(=[O:18])[CH3:17].CS(C)=O. (10) Given the product [CH2:1]([O:8][C:9]1[CH:14]=[C:13]([N:15]2[CH:19]=[C:18]([F:20])[C:17]([F:21])=[CH:16]2)[CH:12]=[CH:11][C:10]=1[N:22]1[CH:27]=[C:26]([O:28][CH3:29])[C:25](=[O:30])[C:24]([C:31]([OH:33])=[O:32])=[N:23]1)[C:2]1[CH:7]=[CH:6][CH:5]=[CH:4][CH:3]=1, predict the reactants needed to synthesize it. The reactants are: [CH2:1]([O:8][C:9]1[CH:14]=[C:13]([N:15]2[CH:19]=[C:18]([F:20])[C:17]([F:21])=[CH:16]2)[CH:12]=[CH:11][C:10]=1[N:22]1[CH:27]=[C:26]([O:28][CH3:29])[C:25](=[O:30])[C:24]([C:31]([O:33]C)=[O:32])=[N:23]1)[C:2]1[CH:7]=[CH:6][CH:5]=[CH:4][CH:3]=1.[OH-].[Na+].C1COCC1.Cl.